This data is from NCI-60 drug combinations with 297,098 pairs across 59 cell lines. The task is: Regression. Given two drug SMILES strings and cell line genomic features, predict the synergy score measuring deviation from expected non-interaction effect. (1) Drug 1: C(CC(=O)O)C(=O)CN.Cl. Drug 2: N.N.Cl[Pt+2]Cl. Cell line: HT29. Synergy scores: CSS=26.1, Synergy_ZIP=-10.9, Synergy_Bliss=-6.52, Synergy_Loewe=-11.7, Synergy_HSA=-4.25. (2) Cell line: K-562. Drug 1: C1=NC2=C(N1)C(=S)N=C(N2)N. Drug 2: CC1=CC=C(C=C1)C2=CC(=NN2C3=CC=C(C=C3)S(=O)(=O)N)C(F)(F)F. Synergy scores: CSS=46.2, Synergy_ZIP=1.52, Synergy_Bliss=-0.600, Synergy_Loewe=-16.1, Synergy_HSA=0.473.